From a dataset of Peptide-MHC class II binding affinity with 134,281 pairs from IEDB. Regression. Given a peptide amino acid sequence and an MHC pseudo amino acid sequence, predict their binding affinity value. This is MHC class II binding data. (1) The peptide sequence is WLDAKSTWYGKPTGA. The MHC is DRB1_1201 with pseudo-sequence DRB1_1201. The binding affinity (normalized) is 0.0152. (2) The peptide sequence is IFILLMLVTPSMAMR. The MHC is DRB1_1501 with pseudo-sequence DRB1_1501. The binding affinity (normalized) is 0.530.